From a dataset of Full USPTO retrosynthesis dataset with 1.9M reactions from patents (1976-2016). Predict the reactants needed to synthesize the given product. (1) Given the product [NH2:14][C:13]1[N:2]([C:4]2[CH:5]=[CH:6][C:7]([C:8]([OH:10])=[O:9])=[CH:11][CH:12]=2)[N:3]=[C:16]([C:18]2[CH:27]=[CH:26][C:21]([C:22]([O:24][CH3:25])=[O:23])=[CH:20][CH:19]=2)[CH:15]=1, predict the reactants needed to synthesize it. The reactants are: Cl.[NH:2]([C:4]1[CH:12]=[CH:11][C:7]([C:8]([OH:10])=[O:9])=[CH:6][CH:5]=1)[NH2:3].[C:13]([CH2:15][C:16]([C:18]1[CH:27]=[CH:26][C:21]([C:22]([O:24][CH3:25])=[O:23])=[CH:20][CH:19]=1)=O)#[N:14]. (2) Given the product [CH3:6][N:7]1[C:8](=[O:9])[C@H:50]([NH:51][C:52]([C:54]2[C:58]([Br:59])=[C:57]([NH:60][C:37](=[O:38])[C:36]3[CH:40]=[CH:41][CH:42]=[CH:43][C:35]=3[Cl:34])[N:56]([CH3:3])[N:55]=2)=[O:53])[CH2:49][N:44]([CH3:45])[C:48]2[CH:47]=[CH:46][CH:29]=[CH:28][C:26]1=2, predict the reactants needed to synthesize it. The reactants are: N1C=C[CH:3]=N1.[CH3:6][N:7]([C@@H:26]([C:28]1C=CC=C[CH:29]=1)C)[C:8](C1C(Br)=C(NC(=O)C2C=CC=CC=2Cl)NN=1)=[O:9].[Cl:34][C:35]1[CH:43]=[CH:42][CH:41]=[CH:40][C:36]=1[C:37](Cl)=[O:38].[N:44]1([CH2:49][CH2:50][NH:51][C:52]([C:54]2[C:58]([Br:59])=[C:57]([NH:60]C(=O)C3C=CC=CC=3Cl)[NH:56][N:55]=2)=[O:53])[CH2:48][CH2:47][CH2:46][CH2:45]1. (3) The reactants are: [Br:1][C:2]1[CH:7]=[C:6]([Cl:8])[CH:5]=[CH:4][C:3]=1[C:9](=[O:35])[CH2:10][C:11]([C:13]1[C:14](O)=[C:15]([CH:23]2[CH2:27][CH2:26][N:25]([CH3:28])[CH:24]2[CH2:29][O:30]C(=O)C)[C:16]([O:21][CH3:22])=[CH:17][C:18]=1[O:19][CH3:20])=[O:12].C([O-])(O)=O.[Na+]. Given the product [Br:1][C:2]1[CH:7]=[C:6]([Cl:8])[CH:5]=[CH:4][C:3]=1[C:9]1[O:35][C:14]2[C:13]([C:11](=[O:12])[CH:10]=1)=[C:18]([O:19][CH3:20])[CH:17]=[C:16]([O:21][CH3:22])[C:15]=2[C@@H:23]1[CH2:27][CH2:26][N:25]([CH3:28])[C@H:24]1[CH2:29][OH:30], predict the reactants needed to synthesize it. (4) Given the product [S:2]([C:6]1[CH:11]=[CH:10][CH:9]=[CH:8][CH:7]=1)([OH:5])(=[O:4])=[O:3].[C:12]([C@@H:14]1[CH2:18][CH2:17][CH2:16][N:15]1[C:19](=[O:33])[CH2:20][NH:21][C@H:22]1[CH2:23][CH2:24][C@H:25]([C:28]([N:30]([CH3:31])[CH3:32])=[O:29])[CH2:26][CH2:27]1)#[N:13], predict the reactants needed to synthesize it. The reactants are: O.[S:2]([C:6]1[CH:11]=[CH:10][CH:9]=[CH:8][CH:7]=1)([OH:5])(=[O:4])=[O:3].[C:12]([C@@H:14]1[CH2:18][CH2:17][CH2:16][N:15]1[C:19](=[O:33])[CH2:20][NH:21][C@H:22]1[CH2:27][CH2:26][C@H:25]([C:28]([N:30]([CH3:32])[CH3:31])=[O:29])[CH2:24][CH2:23]1)#[N:13]. (5) Given the product [CH3:1][O:2][C:3]1[CH:4]=[C:5]([CH2:12][C:13]([N:19]2[CH2:20][CH2:22][CH2:24][CH2:23]2)=[O:15])[CH:6]=[CH:7][C:8]=1[N+:9]([O-:11])=[O:10], predict the reactants needed to synthesize it. The reactants are: [CH3:1][O:2][C:3]1[CH:4]=[C:5]([CH2:12][C:13]([OH:15])=O)[CH:6]=[CH:7][C:8]=1[N+:9]([O-:11])=[O:10].C([N:19]([CH2:23][CH3:24])[CH:20]([CH3:22])C)(C)C.N1CCCC1. (6) Given the product [C:22]([O:21][C:19]([NH:18][C:15]1[CH:16]=[CH:17][C:2]([P:33]([O:37][CH2:38][CH3:39])([O:34][CH2:35][CH3:36])=[O:40])=[C:3]([CH:14]=1)[CH2:4][N:5]([CH3:13])[C:6](=[O:12])[O:7][C:8]([CH3:11])([CH3:10])[CH3:9])=[O:20])([CH3:25])([CH3:24])[CH3:23], predict the reactants needed to synthesize it. The reactants are: Br[C:2]1[CH:17]=[CH:16][C:15]([NH:18][C:19]([O:21][C:22]([CH3:25])([CH3:24])[CH3:23])=[O:20])=[CH:14][C:3]=1[CH2:4][N:5]([CH3:13])[C:6](=[O:12])[O:7][C:8]([CH3:11])([CH3:10])[CH3:9].CCN(CC)CC.[P:33]([O-:40])([O:37][CH2:38][CH3:39])[O:34][CH2:35][CH3:36]. (7) Given the product [C:29]([OH:31])(=[O:30])[CH3:26].[NH2:8][C:9]1[C:35]([CH3:36])=[CH:34][C:12]2[N:13]=[C:14]3[C:19]([N:20]([CH2:21][CH2:22][N:23]4[CH2:28][CH2:27][CH:26]([C:29]([OH:31])=[O:30])[CH2:25][CH2:24]4)[C:11]=2[CH:10]=1)=[N:18][C:17](=[O:32])[NH:16][C:15]3=[O:33], predict the reactants needed to synthesize it. The reactants are: C([NH:8][C:9]1[C:35]([CH3:36])=[CH:34][C:12]2[N:13]=[C:14]3[C:19]([N:20]([CH2:21][CH2:22][N:23]4[CH2:28][CH2:27][CH:26]([C:29]([OH:31])=[O:30])[CH2:25][CH2:24]4)[C:11]=2[CH:10]=1)=[N:18][C:17](=[O:32])[NH:16][C:15]3=[O:33])C1C=CC=CC=1.C(O)(=O)C. (8) Given the product [OH:16][CH2:15][C:13]1[CH:12]=[CH:11][C:10]2[C:6]([CH2:5][C:4]([NH2:21])=[O:3])=[CH:7][O:8][C:9]=2[CH:14]=1, predict the reactants needed to synthesize it. The reactants are: C([O:3][C:4](=O)[CH2:5][C:6]1[C:10]2[CH:11]=[CH:12][C:13]([CH2:15][O:16]C(=O)C)=[CH:14][C:9]=2[O:8][CH:7]=1)C.[NH3:21]. (9) Given the product [Br:32][C:33]1[CH:40]=[CH:39][C:36]([CH:37]=[CH:27][CH2:22][CH2:23][CH2:24][CH2:25][CH2:26][CH3:21])=[CH:35][N:34]=1, predict the reactants needed to synthesize it. The reactants are: [Br-].C([P+]([C:21]1[CH:26]=[CH:25][CH:24]=[CH:23][CH:22]=1)([C:21]1[CH:26]=[CH:25][CH:24]=[CH:23][CH:22]=1)[C:21]1[CH:26]=[CH:25][CH:24]=[CH:23][CH:22]=1)CCCCC.[CH2:27]([Li])CCC.[Br:32][C:33]1[CH:40]=[CH:39][C:36]([CH:37]=O)=[CH:35][N:34]=1.[NH4+].[Cl-]. (10) Given the product [OH:2][C:3]1[CH:10]=[C:9]([N+:11]([O-:13])=[O:12])[CH:8]=[CH:7][C:4]=1[CH:5]=[O:6], predict the reactants needed to synthesize it. The reactants are: C[O:2][C:3]1[CH:10]=[C:9]([N+:11]([O-:13])=[O:12])[CH:8]=[CH:7][C:4]=1[CH:5]=[O:6].